Dataset: Forward reaction prediction with 1.9M reactions from USPTO patents (1976-2016). Task: Predict the product of the given reaction. Given the reactants Br[C:2]1[N:3]=[CH:4][N:5]([C:7]2[N:12]=[C:11]([C:13]3[CH:18]=[CH:17][C:16]([Cl:19])=[CH:15][CH:14]=3)[CH:10]=[CH:9][N:8]=2)[CH:6]=1.[NH2:20][C:21]1[CH:26]=[CH:25][C:24](B2OC(C)(C)C(C)(C)O2)=[CH:23][N:22]=1, predict the reaction product. The product is: [Cl:19][C:16]1[CH:17]=[CH:18][C:13]([C:11]2[CH:10]=[CH:9][N:8]=[C:7]([N:5]3[CH:6]=[C:2]([C:24]4[CH:25]=[CH:26][C:21]([NH2:20])=[N:22][CH:23]=4)[N:3]=[CH:4]3)[N:12]=2)=[CH:14][CH:15]=1.